Dataset: Forward reaction prediction with 1.9M reactions from USPTO patents (1976-2016). Task: Predict the product of the given reaction. (1) Given the reactants [CH:1]1([CH2:7][C@H:8]([NH:13]C(=O)OC(C)(C)C)[CH2:9][N:10]([CH3:12])[CH3:11])[CH2:6][CH2:5][CH2:4][CH2:3][CH2:2]1.O1CCOCC1.[ClH:27], predict the reaction product. The product is: [ClH:27].[ClH:27].[CH:1]1([CH2:7][C@H:8]([NH2:13])[CH2:9][N:10]([CH3:12])[CH3:11])[CH2:6][CH2:5][CH2:4][CH2:3][CH2:2]1. (2) Given the reactants O1CCOCC1.Br[C:8]1[C:13]([C:14]([O:16][CH3:17])=[O:15])=[CH:12][C:11]([Cl:18])=[N:10][CH:9]=1.C([Sn](CCCC)(CCCC)[C:24]1[S:25][CH:26]=[CH:27][N:28]=1)CCC, predict the reaction product. The product is: [Cl:18][C:11]1[CH:12]=[C:13]([C:8]([C:24]2[S:25][CH:26]=[CH:27][N:28]=2)=[CH:9][N:10]=1)[C:14]([O:16][CH3:17])=[O:15]. (3) Given the reactants [F:1][C:2]1[C:3]([CH3:11])=[C:4]([CH:8]=[CH:9][CH:10]=1)[C:5]([OH:7])=O.[F:12][C:13]1([F:31])[CH2:18][CH2:17][C:16]([CH2:29][NH2:30])([C:19]2[CH:20]=[N:21][C:22]([C:25]([F:28])([F:27])[F:26])=[CH:23][CH:24]=2)[CH2:15][CH2:14]1, predict the reaction product. The product is: [F:31][C:13]1([F:12])[CH2:14][CH2:15][C:16]([CH2:29][NH:30][C:5](=[O:7])[C:4]2[CH:8]=[CH:9][CH:10]=[C:2]([F:1])[C:3]=2[CH3:11])([C:19]2[CH:20]=[N:21][C:22]([C:25]([F:26])([F:27])[F:28])=[CH:23][CH:24]=2)[CH2:17][CH2:18]1. (4) Given the reactants [C:1]([C:4]1[C:5]([C:21]2[CH:26]=[CH:25][CH:24]=[C:23]([C:27]#[N:28])[CH:22]=2)=[C:6]([Cl:20])[N:7]2[CH2:12][CH2:11][N:10](C(OC(C)(C)C)=O)[CH2:9][C:8]=12)(=[O:3])[NH2:2].FC(F)(F)C(O)=O, predict the reaction product. The product is: [Cl:20][C:6]1[N:7]2[CH2:12][CH2:11][NH:10][CH2:9][C:8]2=[C:4]([C:1]([NH2:2])=[O:3])[C:5]=1[C:21]1[CH:26]=[CH:25][CH:24]=[C:23]([C:27]#[N:28])[CH:22]=1.